This data is from Reaction yield outcomes from USPTO patents with 853,638 reactions. The task is: Predict the reaction yield, written as a fraction of the theoretical maximum amount of product (1.0 means a 100% yield; for example, 0.34 means a 34% yield). (1) The reactants are [F:1][C:2]1[CH:7]=[CH:6][C:5]([N:8]2[C:12]([C:13]3[CH:23]=[CH:22][C:16]4[O:17][CH2:18][C:19](=[O:21])[NH:20][C:15]=4[CH:14]=3)=[CH:11][C:10]([CH:24](O)[CH3:25])=[N:9]2)=[CH:4][CH:3]=1.C([SiH](CC)CC)C.C(O)(C(F)(F)F)=O. The catalyst is C(Cl)Cl. The product is [CH2:24]([C:10]1[CH:11]=[C:12]([C:13]2[CH:23]=[CH:22][C:16]3[O:17][CH2:18][C:19](=[O:21])[NH:20][C:15]=3[CH:14]=2)[N:8]([C:5]2[CH:6]=[CH:7][C:2]([F:1])=[CH:3][CH:4]=2)[N:9]=1)[CH3:25]. The yield is 0.840. (2) The reactants are [NH3:1].[O:2]=[C:3]([N:9]1[CH2:14][CH2:13][C:12]2[N:15]=[C:16]([C:18]3[CH:23]=[CH:22][C:21]([O:24][C@H:25]4[CH2:28][C@H:27]([N:29]5[CH2:34][CH2:33][CH2:32][CH2:31][CH2:30]5)[CH2:26]4)=[CH:20][CH:19]=3)[S:17][C:11]=2[CH2:10]1)[CH2:4][C:5]([O:7]C)=O. The catalyst is CO.ClCCl. The product is [O:2]=[C:3]([N:9]1[CH2:14][CH2:13][C:12]2[N:15]=[C:16]([C:18]3[CH:19]=[CH:20][C:21]([O:24][C@H:25]4[CH2:26][C@H:27]([N:29]5[CH2:34][CH2:33][CH2:32][CH2:31][CH2:30]5)[CH2:28]4)=[CH:22][CH:23]=3)[S:17][C:11]=2[CH2:10]1)[CH2:4][C:5]([NH2:1])=[O:7]. The yield is 0.180. (3) The reactants are FC(F)(F)C([NH:5][C@H:6]1[CH2:15][CH2:14][C:13]2[C:8](=[C:9]([O:30][CH3:31])[CH:10]=[CH:11][C:12]=2[S:16]([NH:19][C:20]2[CH:25]=[CH:24][CH:23]=[C:22]([C:26]([F:29])([F:28])[F:27])[CH:21]=2)(=[O:18])=[O:17])[CH2:7]1)=O.[OH-].[Na+].Cl. The catalyst is CO. The product is [NH2:5][C@H:6]1[CH2:15][CH2:14][C:13]2[C:12]([S:16]([NH:19][C:20]3[CH:25]=[CH:24][CH:23]=[C:22]([C:26]([F:27])([F:28])[F:29])[CH:21]=3)(=[O:17])=[O:18])=[CH:11][CH:10]=[C:9]([O:30][CH3:31])[C:8]=2[CH2:7]1. The yield is 0.990.